The task is: Regression. Given two drug SMILES strings and cell line genomic features, predict the synergy score measuring deviation from expected non-interaction effect.. This data is from NCI-60 drug combinations with 297,098 pairs across 59 cell lines. (1) Drug 1: CC12CCC(CC1=CCC3C2CCC4(C3CC=C4C5=CN=CC=C5)C)O. Drug 2: C#CCC(CC1=CN=C2C(=N1)C(=NC(=N2)N)N)C3=CC=C(C=C3)C(=O)NC(CCC(=O)O)C(=O)O. Cell line: PC-3. Synergy scores: CSS=44.6, Synergy_ZIP=-2.68, Synergy_Bliss=-5.64, Synergy_Loewe=-78.6, Synergy_HSA=-4.80. (2) Drug 1: CC1C(C(CC(O1)OC2CC(CC3=C2C(=C4C(=C3O)C(=O)C5=C(C4=O)C(=CC=C5)OC)O)(C(=O)C)O)N)O.Cl. Drug 2: CCC(=C(C1=CC=CC=C1)C2=CC=C(C=C2)OCCN(C)C)C3=CC=CC=C3.C(C(=O)O)C(CC(=O)O)(C(=O)O)O. Cell line: CCRF-CEM. Synergy scores: CSS=37.0, Synergy_ZIP=6.06, Synergy_Bliss=8.26, Synergy_Loewe=-42.2, Synergy_HSA=6.96. (3) Drug 1: C1=NC2=C(N1)C(=S)N=C(N2)N. Drug 2: C1C(C(OC1N2C=NC3=C2NC=NCC3O)CO)O. Cell line: UACC62. Synergy scores: CSS=31.0, Synergy_ZIP=-0.548, Synergy_Bliss=-1.75, Synergy_Loewe=-15.6, Synergy_HSA=-1.65. (4) Drug 1: C1CCN(CC1)CCOC2=CC=C(C=C2)C(=O)C3=C(SC4=C3C=CC(=C4)O)C5=CC=C(C=C5)O. Drug 2: COC1=NC(=NC2=C1N=CN2C3C(C(C(O3)CO)O)O)N. Cell line: SNB-75. Synergy scores: CSS=-2.46, Synergy_ZIP=-0.625, Synergy_Bliss=-3.69, Synergy_Loewe=-4.91, Synergy_HSA=-3.75. (5) Drug 1: C1=CN(C(=O)N=C1N)C2C(C(C(O2)CO)O)O.Cl. Drug 2: COC1=C2C(=CC3=C1OC=C3)C=CC(=O)O2. Cell line: BT-549. Synergy scores: CSS=40.3, Synergy_ZIP=-0.422, Synergy_Bliss=-0.434, Synergy_Loewe=-32.0, Synergy_HSA=0.855. (6) Drug 1: C1CN(CCN1C(=O)CCBr)C(=O)CCBr. Drug 2: COCCOC1=C(C=C2C(=C1)C(=NC=N2)NC3=CC=CC(=C3)C#C)OCCOC.Cl. Cell line: OVCAR-4. Synergy scores: CSS=13.3, Synergy_ZIP=-6.69, Synergy_Bliss=-8.11, Synergy_Loewe=-3.08, Synergy_HSA=-3.08. (7) Drug 1: C1=CC(=CC=C1CC(C(=O)O)N)N(CCCl)CCCl.Cl. Drug 2: CCCCCOC(=O)NC1=NC(=O)N(C=C1F)C2C(C(C(O2)C)O)O. Cell line: SNB-75. Synergy scores: CSS=-1.36, Synergy_ZIP=-1.03, Synergy_Bliss=-2.31, Synergy_Loewe=-8.20, Synergy_HSA=-4.83.